Dataset: Catalyst prediction with 721,799 reactions and 888 catalyst types from USPTO. Task: Predict which catalyst facilitates the given reaction. (1) Reactant: C(C1C=CC=C(C(C)C)C=1N1C=CN(C2C(C(C)C)=CC=CC=2C(C)C)C1[Cu]Cl)(C)C.CC(C)([O-])C.[Na+].[B:47]1([B:47]2[O:51][C:50]([CH3:53])([CH3:52])[C:49]([CH3:55])([CH3:54])[O:48]2)[O:51][C:50]([CH3:53])([CH3:52])[C:49]([CH3:55])([CH3:54])[O:48]1.[C:56]([C:58]1[CH:63]=[CH:62][CH:61]=[C:60]([C:64]([F:67])([F:66])[F:65])[CH:59]=1)#[CH:57].CO.C(#N)C.C(=O)=O. Product: [CH3:53][C:50]1([CH3:52])[C:49]([CH3:54])([CH3:55])[O:48][B:47]([C:56]([C:58]2[CH:63]=[CH:62][CH:61]=[C:60]([C:64]([F:65])([F:66])[F:67])[CH:59]=2)=[CH2:57])[O:51]1. The catalyst class is: 1. (2) Reactant: [F:1][C:2]1[CH:3]=[C:4]([I:11])[CH:5]=[C:6]2[C:10]=1[NH:9][CH:8]=[CH:7]2.[C:12](O[C:12]([O:14][C:15]([CH3:18])([CH3:17])[CH3:16])=[O:13])([O:14][C:15]([CH3:18])([CH3:17])[CH3:16])=[O:13]. The catalyst class is: 166. Product: [F:1][C:2]1[CH:3]=[C:4]([I:11])[CH:5]=[C:6]2[C:10]=1[N:9]([C:12]([O:14][C:15]([CH3:18])([CH3:17])[CH3:16])=[O:13])[CH:8]=[CH:7]2.